Dataset: Reaction yield outcomes from USPTO patents with 853,638 reactions. Task: Predict the reaction yield, written as a fraction of the theoretical maximum amount of product (1.0 means a 100% yield; for example, 0.34 means a 34% yield). The reactants are C(OC(=O)[NH:7][CH2:8][CH2:9][O:10][C:11]1[CH:16]=[CH:15][C:14]([CH2:17][CH2:18][CH2:19][CH2:20][NH:21][C:22]([NH2:35])=[N:23][C:24]([C:26]2[C:31]([NH2:32])=[N:30][C:29]([NH2:33])=[C:28]([Cl:34])[N:27]=2)=[O:25])=[CH:13][CH:12]=1)(C)(C)C.Cl.C(Cl)Cl.CO. The catalyst is CO. The product is [NH2:7][CH2:8][CH2:9][O:10][C:11]1[CH:12]=[CH:13][C:14]([CH2:17][CH2:18][CH2:19][CH2:20][NH:21][C:22]([NH:23][C:24]([C:26]2[C:31]([NH2:32])=[N:30][C:29]([NH2:33])=[C:28]([Cl:34])[N:27]=2)=[O:25])=[NH:35])=[CH:15][CH:16]=1. The yield is 0.990.